This data is from Catalyst prediction with 721,799 reactions and 888 catalyst types from USPTO. The task is: Predict which catalyst facilitates the given reaction. (1) Reactant: [C:1]([CH2:3][S:4][C@H:5]1[CH2:9][O:8][CH2:7][C@@H:6]1[C@:10]([NH:19]C(=O)C(F)(F)F)([C:12]1[CH:17]=[CH:16][CH:15]=[CH:14][C:13]=1[F:18])[CH3:11])#[N:2].[BH4-].[Na+]. Product: [NH2:19][C@@:10]([C@H:6]1[CH2:7][O:8][CH2:9][C@@H:5]1[S:4][CH2:3][C:1]#[N:2])([C:12]1[CH:17]=[CH:16][CH:15]=[CH:14][C:13]=1[F:18])[CH3:11]. The catalyst class is: 8. (2) Product: [CH3:35][N:2]([CH3:1])[C@@H:3]1[CH2:7][CH2:6][N:5]([C:8]2[CH:9]=[C:10]([O:33][CH3:34])[C:11]([NH:17][C:18]3[N:23]=[C:22]([C:24]4[CH:25]=[N:26][N:27]5[CH:32]=[CH:31][CH:30]=[CH:29][C:28]=45)[CH:21]=[CH:20][N:19]=3)=[CH:12][C:13]=2[NH2:14])[CH2:4]1. The catalyst class is: 150. Reactant: [CH3:1][N:2]([CH3:35])[C@@H:3]1[CH2:7][CH2:6][N:5]([C:8]2[C:13]([N+:14]([O-])=O)=[CH:12][C:11]([NH:17][C:18]3[N:23]=[C:22]([C:24]4[CH:25]=[N:26][N:27]5[CH:32]=[CH:31][CH:30]=[CH:29][C:28]=45)[CH:21]=[CH:20][N:19]=3)=[C:10]([O:33][CH3:34])[CH:9]=2)[CH2:4]1.[NH4+].[Cl-].C(O)C. (3) Product: [CH3:34][O:33][C:28]1[CH:29]=[CH:30][CH:31]=[CH:32][C:27]=1[C:24]1[CH:23]=[CH:22][C:21]([C:19]([N:10]2[C:11]3[CH:18]=[CH:17][CH:16]=[CH:15][C:12]=3[CH2:13][N:14]3[C:5]([C:3]([NH:52][CH2:51][C:50]4[C:45]([O:38][C:39]5[CH:44]=[CH:43][CH:42]=[CH:41][CH:40]=5)=[N:46][CH:47]=[CH:48][CH:49]=4)=[O:4])=[CH:6][CH:7]=[C:8]3[CH2:9]2)=[O:20])=[CH:26][CH:25]=1. Reactant: ClC(Cl)(Cl)[C:3]([C:5]1[N:14]2[C:8]([CH2:9][N:10]([C:19]([C:21]3[CH:26]=[CH:25][C:24]([C:27]4[CH:32]=[CH:31][CH:30]=[CH:29][C:28]=4[O:33][CH3:34])=[CH:23][CH:22]=3)=[O:20])[C:11]3[CH:18]=[CH:17][CH:16]=[CH:15][C:12]=3[CH2:13]2)=[CH:7][CH:6]=1)=[O:4].[Cl-].[O:38]([C:45]1[C:50]([CH2:51][NH3+:52])=[CH:49][CH:48]=[CH:47][N:46]=1)[C:39]1[CH:44]=[CH:43][CH:42]=[CH:41][CH:40]=1.C(N(CC)CC)C.CS(C)=O. The catalyst class is: 10. (4) Reactant: [Br:1][C:2]1[CH:7]=[C:6]([CH2:8][C:9]2[CH:14]=[CH:13][C:12]([CH2:15][CH3:16])=[CH:11][CH:10]=2)[C:5]([Cl:17])=[CH:4][C:3]=1[OH:18].[H-].[Na+].Br[CH2:22][CH2:23][OH:24]. Product: [Br:1][C:2]1[CH:7]=[C:6]([CH2:8][C:9]2[CH:14]=[CH:13][C:12]([CH2:15][CH3:16])=[CH:11][CH:10]=2)[C:5]([Cl:17])=[CH:4][C:3]=1[O:18][CH2:22][CH2:23][OH:24]. The catalyst class is: 3.